From a dataset of Forward reaction prediction with 1.9M reactions from USPTO patents (1976-2016). Predict the product of the given reaction. The product is: [C:1]12([NH:11][CH2:12][C:14]3[CH:24]=[CH:23][C:17]([O:18][CH2:19][C:20]([NH2:22])=[O:21])=[CH:16][CH:15]=3)[CH2:8][CH:7]3[CH2:6][CH:5]([CH2:4][CH:3]([CH2:9]3)[CH2:2]1)[CH2:10]2. Given the reactants [C:1]12([NH2:11])[CH2:10][CH:5]3[CH2:6][CH:7]([CH2:9][CH:3]([CH2:4]3)[CH2:2]1)[CH2:8]2.[CH:12]([C:14]1[CH:24]=[CH:23][C:17]([O:18][CH2:19][C:20]([NH2:22])=[O:21])=[CH:16][CH:15]=1)=O, predict the reaction product.